Dataset: Catalyst prediction with 721,799 reactions and 888 catalyst types from USPTO. Task: Predict which catalyst facilitates the given reaction. Reactant: C(OC(=O)[NH:7][CH2:8][CH2:9][NH:10][C:11]([C:13]1[CH:14]=[CH:15][C:16]2[C:22]3[N:23]=[C:24]([NH:27][C:28]4[CH:33]=[CH:32][C:31]([O:34][CH3:35])=[C:30]([O:36][CH3:37])[CH:29]=4)[N:25]=[CH:26][C:21]=3[CH2:20][C:19](=[O:38])[NH:18][C:17]=2[CH:39]=1)=[O:12])(C)(C)C.C(Cl)Cl.CO.Cl. Product: [NH2:7][CH2:8][CH2:9][NH:10][C:11]([C:13]1[CH:14]=[CH:15][C:16]2[C:22]3[N:23]=[C:24]([NH:27][C:28]4[CH:33]=[CH:32][C:31]([O:34][CH3:35])=[C:30]([O:36][CH3:37])[CH:29]=4)[N:25]=[CH:26][C:21]=3[CH2:20][C:19](=[O:38])[NH:18][C:17]=2[CH:39]=1)=[O:12]. The catalyst class is: 12.